From a dataset of TCR-epitope binding with 47,182 pairs between 192 epitopes and 23,139 TCRs. Binary Classification. Given a T-cell receptor sequence (or CDR3 region) and an epitope sequence, predict whether binding occurs between them. (1) The epitope is FLPRVFSAV. The TCR CDR3 sequence is CASSHPGTGTNEQFF. Result: 1 (the TCR binds to the epitope). (2) The epitope is LPPIVAKEI. The TCR CDR3 sequence is CASSPPRQIYEQYF. Result: 0 (the TCR does not bind to the epitope). (3) The epitope is VTEHDTLLY. The TCR CDR3 sequence is CASSYFSGRRYNEQFF. Result: 0 (the TCR does not bind to the epitope). (4) The epitope is LEPLVDLPI. The TCR CDR3 sequence is CASSLGPGGSPYEQYF. Result: 1 (the TCR binds to the epitope). (5) The epitope is FIAGLIAIV. The TCR CDR3 sequence is CASSRQGSYEQYF. Result: 0 (the TCR does not bind to the epitope).